From a dataset of Reaction yield outcomes from USPTO patents with 853,638 reactions. Predict the reaction yield, written as a fraction of the theoretical maximum amount of product (1.0 means a 100% yield; for example, 0.34 means a 34% yield). The reactants are [CH3:1][C:2]1([CH3:33])[O:7][CH2:6][C:5]([C:9]2[CH:18]=[CH:17][C:16]3[C:11](=[CH:12][CH:13]=[C:14]([O:19][C:20]4[CH:25]=[CH:24][C:23]([O:26][C:27]5C=[CH:31][CH:30]=[CH:29][CH:28]=5)=[CH:22][CH:21]=4)[CH:15]=3)[CH:10]=2)([NH2:8])[CH2:4][O:3]1.CC1(C)OCC([N+]([O-])=O)(C2C=CC3C(=CC=C(OC4C=CC(OCCCCC)=CC=4)C=3)C=2)CO1. No catalyst specified. The product is [CH3:1][C:2]1([CH3:33])[O:7][CH2:6][C:5]([C:9]2[CH:18]=[CH:17][C:16]3[C:11](=[CH:12][CH:13]=[C:14]([O:19][C:20]4[CH:25]=[CH:24][C:23]([O:26][CH2:27][CH2:28][CH2:29][CH2:30][CH3:31])=[CH:22][CH:21]=4)[CH:15]=3)[CH:10]=2)([NH2:8])[CH2:4][O:3]1. The yield is 0.870.